From a dataset of Forward reaction prediction with 1.9M reactions from USPTO patents (1976-2016). Predict the product of the given reaction. (1) Given the reactants Br[C:2]1[C:7]([CH2:8][O:9][CH2:10][O:11][CH3:12])=[CH:6][C:5]([N:13]([C:18]2[C:37]([CH:38]3[CH2:40][CH2:39]3)=[CH:36][C:21]3[C:22]([C:32]([NH:34][CH3:35])=[O:33])=[C:23]([C:25]4[CH:30]=[CH:29][C:28]([F:31])=[CH:27][CH:26]=4)[O:24][C:20]=3[CH:19]=2)[S:14]([CH3:17])(=[O:16])=[O:15])=[CH:4][C:3]=1[Cl:41].[B:42]1([B:42]2[O:46][C:45]([CH3:48])([CH3:47])[C:44]([CH3:50])([CH3:49])[O:43]2)[O:46][C:45]([CH3:48])([CH3:47])[C:44]([CH3:50])([CH3:49])[O:43]1.C([O-])(=O)C.[K+], predict the reaction product. The product is: [Cl:41][C:3]1[CH:4]=[C:5]([N:13]([C:18]2[C:37]([CH:38]3[CH2:40][CH2:39]3)=[CH:36][C:21]3[C:22]([C:32]([NH:34][CH3:35])=[O:33])=[C:23]([C:25]4[CH:30]=[CH:29][C:28]([F:31])=[CH:27][CH:26]=4)[O:24][C:20]=3[CH:19]=2)[S:14]([CH3:17])(=[O:16])=[O:15])[CH:6]=[C:7]([CH2:8][O:9][CH2:10][O:11][CH3:12])[C:2]=1[B:42]1[O:46][C:45]([CH3:48])([CH3:47])[C:44]([CH3:50])([CH3:49])[O:43]1. (2) Given the reactants [NH2:1][C:2]1[N:7]2[CH:8]=[C:9]([C:11]3[CH:16]=[CH:15][CH:14]=[CH:13][CH:12]=3)[N:10]=[C:6]2[C:5]([C:17]([OH:19])=O)=[CH:4][C:3]=1[Cl:20].[CH2:21]([N:25]1[CH2:30][CH2:29][CH:28]([CH2:31][NH2:32])[CH2:27][CH2:26]1)[CH2:22][CH2:23][CH3:24], predict the reaction product. The product is: [NH2:1][C:2]1[N:7]2[CH:8]=[C:9]([C:11]3[CH:12]=[CH:13][CH:14]=[CH:15][CH:16]=3)[N:10]=[C:6]2[C:5]([C:17]([NH:32][CH2:31][CH:28]2[CH2:29][CH2:30][N:25]([CH2:21][CH2:22][CH2:23][CH3:24])[CH2:26][CH2:27]2)=[O:19])=[CH:4][C:3]=1[Cl:20]. (3) The product is: [C:36]([O:40][C:41]([NH:43][CH2:44][C:45]([NH:20][CH2:19][CH2:18][CH2:17][C@H:16]([N:21]([CH3:34])[C:22]([NH:24][CH2:25][C:26]1[CH:31]=[CH:30][CH:29]=[C:28]([F:32])[C:27]=1[Cl:33])=[O:23])[CH2:15][O:14][C:13](=[O:35])[NH:12][C:6]1[N:7]=[CH:8][C:9]2[C:4]([CH:5]=1)=[CH:3][C:2]([F:1])=[CH:11][CH:10]=2)=[O:46])=[O:42])([CH3:39])([CH3:38])[CH3:37]. Given the reactants [F:1][C:2]1[CH:3]=[C:4]2[C:9](=[CH:10][CH:11]=1)[CH:8]=[N:7][C:6]([NH:12][C:13](=[O:35])[O:14][CH2:15][C@@H:16]([N:21]([CH3:34])[C:22]([NH:24][CH2:25][C:26]1[CH:31]=[CH:30][CH:29]=[C:28]([F:32])[C:27]=1[Cl:33])=[O:23])[CH2:17][CH2:18][CH2:19][NH2:20])=[CH:5]2.[C:36]([O:40][C:41]([NH:43][CH2:44][C:45](O)=[O:46])=[O:42])([CH3:39])([CH3:38])[CH3:37].CN(C(ON1N=NC2C=CC=CC1=2)=[N+](C)C)C.F[P-](F)(F)(F)(F)F.CCN(C(C)C)C(C)C, predict the reaction product.